Dataset: Catalyst prediction with 721,799 reactions and 888 catalyst types from USPTO. Task: Predict which catalyst facilitates the given reaction. (1) Reactant: Cl.[N:2]1[C:11]2[C:6](=[CH:7][C:8]([NH:12][NH2:13])=[CH:9][CH:10]=2)[CH:5]=[CH:4][CH:3]=1.[CH3:14][C:15]([CH3:22])([CH3:21])[C:16](=O)[CH2:17][C:18]#[N:19]. Product: [C:15]([C:16]1[CH:17]=[C:18]([NH2:19])[N:12]([C:8]2[CH:7]=[C:6]3[C:11](=[CH:10][CH:9]=2)[N:2]=[CH:3][CH:4]=[CH:5]3)[N:13]=1)([CH3:22])([CH3:21])[CH3:14]. The catalyst class is: 811. (2) Reactant: CC(C)([O-])C.[K+].[C:7]1([S:13]([CH2:16][CH2:17][SH:18])(=[O:15])=[O:14])[CH:12]=[CH:11][CH:10]=[CH:9][CH:8]=1.Cl[C:20]1[N:34]=[C:33]([CH3:35])[CH:32]=[CH:31][C:21]=1[C:22]([NH:24][CH2:25][C:26]1[S:27][CH:28]=[CH:29][CH:30]=1)=[O:23].CCCCCC.CC(=O)OCC. Product: [C:7]1([S:13]([CH2:16][CH2:17][S:18][C:20]2[N:34]=[C:33]([CH3:35])[CH:32]=[CH:31][C:21]=2[C:22]([NH:24][CH2:25][C:26]2[S:27][CH:28]=[CH:29][CH:30]=2)=[O:23])(=[O:15])=[O:14])[CH:8]=[CH:9][CH:10]=[CH:11][CH:12]=1. The catalyst class is: 3. (3) Reactant: C([N:8]1[CH2:13][CH2:12][C:11](=[CH:14][C:15]2[CH:22]=[CH:21][C:18]([C:19]#[N:20])=[CH:17][CH:16]=2)[CH2:10][CH2:9]1)C1C=CC=CC=1. Product: [NH:8]1[CH2:9][CH2:10][CH:11]([CH2:14][C:15]2[CH:16]=[CH:17][C:18]([C:19]#[N:20])=[CH:21][CH:22]=2)[CH2:12][CH2:13]1. The catalyst class is: 5. (4) Reactant: [NH:1]1[CH:5]=[CH:4][N:3]=[C:2]1[CH:6]=[O:7].Br[CH2:9][CH:10]([O:13][CH3:14])[O:11][CH3:12].C(=O)([O-])[O-].[K+].[K+].[I-].[K+]. Product: [CH3:12][O:11][CH:10]([O:13][CH3:14])[CH2:9][N:1]1[CH:5]=[CH:4][N:3]=[C:2]1[CH:6]=[O:7]. The catalyst class is: 3. (5) Reactant: Cl[C:2]1[N:7]=[C:6]2[NH:8][N:9]=[C:10]([C:11]3[CH:16]=[CH:15][N:14]=[C:13]([S:17][CH3:18])[N:12]=3)[C:5]2=[CH:4][N:3]=1.[NH2:19][CH2:20][CH2:21][OH:22].C(N(CC)CC)C. Product: [CH3:18][S:17][C:13]1[N:12]=[C:11]([C:10]2[C:5]3[C:6](=[N:7][C:2]([NH:19][CH2:20][CH2:21][OH:22])=[N:3][CH:4]=3)[NH:8][N:9]=2)[CH:16]=[CH:15][N:14]=1. The catalyst class is: 41. (6) Reactant: C([O:3][C:4]([C:6]1[N:7]=[C:8]([C:11]2[CH:16]=[CH:15][C:14]([S:17]([CH3:20])(=[O:19])=[O:18])=[CH:13][C:12]=2[F:21])[O:9][CH:10]=1)=[O:5])C.[OH-].[Na+]. Product: [F:21][C:12]1[CH:13]=[C:14]([S:17]([CH3:20])(=[O:19])=[O:18])[CH:15]=[CH:16][C:11]=1[C:8]1[O:9][CH:10]=[C:6]([C:4]([OH:5])=[O:3])[N:7]=1. The catalyst class is: 7. (7) The catalyst class is: 70. Product: [Cl:18][C:19]1[C:28]([C:2]2[N:10]=[C:9]([CH3:11])[N:8]=[C:7]3[C:3]=2[N:4]=[CH:5][N:6]3[CH:12]2[CH2:17][CH2:16][CH2:15][CH2:14][O:13]2)=[CH:27][C:26]2[C:21](=[CH:22][CH:23]=[CH:24][CH:25]=2)[N:20]=1. Reactant: Cl[C:2]1[N:10]=[C:9]([CH3:11])[N:8]=[C:7]2[C:3]=1[N:4]=[CH:5][N:6]2[CH:12]1[CH2:17][CH2:16][CH2:15][CH2:14][O:13]1.[Cl:18][C:19]1[C:28](B(O)O)=[CH:27][C:26]2[C:21](=[CH:22][CH:23]=[CH:24][CH:25]=2)[N:20]=1.